Task: Regression. Given a peptide amino acid sequence and an MHC pseudo amino acid sequence, predict their binding affinity value. This is MHC class II binding data.. Dataset: Peptide-MHC class II binding affinity with 134,281 pairs from IEDB (1) The peptide sequence is STNIRQAGVQYSR. The MHC is HLA-DQA10301-DQB10302 with pseudo-sequence HLA-DQA10301-DQB10302. The binding affinity (normalized) is 0.135. (2) The peptide sequence is PEFQSIVQTLNAMPE. The MHC is HLA-DQA10104-DQB10503 with pseudo-sequence HLA-DQA10104-DQB10503. The binding affinity (normalized) is 0.337.